This data is from Forward reaction prediction with 1.9M reactions from USPTO patents (1976-2016). The task is: Predict the product of the given reaction. (1) Given the reactants Cl[C:2]1[N:7]=[N:6][C:5]([N:8]([CH3:19])[CH:9]2[CH2:14][C:13]([CH3:16])([CH3:15])[NH:12][C:11]([CH3:18])([CH3:17])[CH2:10]2)=[CH:4][CH:3]=1.[CH2:20]([O:27][C:28]1[CH:33]=[CH:32][CH:31]=[C:30]([O:34][CH3:35])[C:29]=1B(O)O)[C:21]1[CH:26]=[CH:25][CH:24]=[CH:23][CH:22]=1, predict the reaction product. The product is: [CH2:20]([O:27][C:28]1[CH:33]=[CH:32][CH:31]=[C:30]([O:34][CH3:35])[C:29]=1[C:2]1[N:7]=[N:6][C:5]([N:8]([CH3:19])[CH:9]2[CH2:14][C:13]([CH3:16])([CH3:15])[NH:12][C:11]([CH3:18])([CH3:17])[CH2:10]2)=[CH:4][CH:3]=1)[C:21]1[CH:22]=[CH:23][CH:24]=[CH:25][CH:26]=1. (2) Given the reactants O.[CH3:2][C:3]1[CH:9]=[CH:8][C:7]([N+:10]([O-:12])=[O:11])=[CH:6][C:4]=1[NH2:5].[C:13](Cl)([Cl:15])=[S:14], predict the reaction product. The product is: [CH3:2][C:3]1[CH:9]=[CH:8][C:7]([N+:10]([O-:12])=[O:11])=[CH:6][C:4]=1[NH:5][C:13]([Cl:15])=[S:14]. (3) Given the reactants Cl.[CH:2]1([CH2:5][O:6][C:7]2[CH:12]=[C:11]([F:13])[CH:10]=[CH:9][C:8]=2[C:14]2[C:15]3[NH:22][C:21]([CH3:23])=[C:20]([C:24]([NH:26][C@H:27]4[C@H:31]([OH:32])[CH2:30][NH:29][CH2:28]4)=[O:25])[C:16]=3[N:17]=[CH:18][N:19]=2)[CH2:4][CH2:3]1.[C:33](Cl)(=[O:36])[CH2:34][CH3:35], predict the reaction product. The product is: [CH:2]1([CH2:5][O:6][C:7]2[CH:12]=[C:11]([F:13])[CH:10]=[CH:9][C:8]=2[C:14]2[C:15]3[NH:22][C:21]([CH3:23])=[C:20]([C:24]([NH:26][C@H:27]4[C@H:31]([OH:32])[CH2:30][N:29]([C:33](=[O:36])[CH2:34][CH3:35])[CH2:28]4)=[O:25])[C:16]=3[N:17]=[CH:18][N:19]=2)[CH2:4][CH2:3]1. (4) Given the reactants [NH:1]([C:7]([O:9][CH2:10][CH:11]1[C:23]2[C:18](=[CH:19][CH:20]=[CH:21][CH:22]=2)[C:17]2[C:12]1=[CH:13][CH:14]=[CH:15][CH:16]=2)=[O:8])[CH2:2][CH2:3][C:4]([OH:6])=[O:5].O[C:25]1[C:34]([F:35])=[C:32]([F:33])[C:30]([F:31])=[C:28]([F:29])[C:26]=1[F:27].C1CCC(N=C=NC2CCCCC2)CC1, predict the reaction product. The product is: [NH:1]([C:7]([O:9][CH2:10][CH:11]1[C:12]2[C:17](=[CH:16][CH:15]=[CH:14][CH:13]=2)[C:18]2[C:23]1=[CH:22][CH:21]=[CH:20][CH:19]=2)=[O:8])[CH2:2][CH2:3][C:4]([O:6][C:25]1[C:26]([F:27])=[C:28]([F:29])[C:30]([F:31])=[C:32]([F:33])[C:34]=1[F:35])=[O:5]. (5) Given the reactants C([N:4]1[CH2:11][CH:10]2[CH:6]([CH2:7][CH2:8][CH2:9]2)[C:5]1(C(OCC)=O)[C:12]([O:14]CC)=[O:13])(=O)C.[BrH:22], predict the reaction product. The product is: [BrH:22].[CH:6]12[CH2:7][CH2:8][CH2:9][CH:10]1[CH2:11][NH:4][CH:5]2[C:12]([OH:14])=[O:13]. (6) Given the reactants N([C:10]([O:12][C:13]([CH3:16])([CH3:15])[CH3:14])=O)N[C:10]([O:12][C:13]([CH3:16])([CH3:15])[CH3:14])=O.[Cl:17][C:18]1[CH:19]=[C:20]([CH:33]=[CH:34][C:35]=1[O:36][CH2:37][C:38]1[CH:43]=[CH:42][CH:41]=[CH:40][N:39]=1)[NH:21][C:22]1[C:31]2[C:26](=[CH:27][CH:28]=[CH:29]C=2O)[N:25]=[CH:24][N:23]=1.[CH3:44][N:45](C)[C:46](C)(C)CO.C1(P(C2C=CC=CC=2)C2C=CC=CC=2)C=CC=CC=1, predict the reaction product. The product is: [Cl:17][C:18]1[CH:19]=[C:20]([NH:21][C:22]2[C:31]3[C:26](=[CH:27][CH:28]=[CH:29][C:10]=3[O:12][C:13]([CH3:14])([CH3:15])[CH2:16][N:45]([CH3:46])[CH3:44])[N:25]=[CH:24][N:23]=2)[CH:33]=[CH:34][C:35]=1[O:36][CH2:37][C:38]1[CH:43]=[CH:42][CH:41]=[CH:40][N:39]=1.